Dataset: Forward reaction prediction with 1.9M reactions from USPTO patents (1976-2016). Task: Predict the product of the given reaction. (1) Given the reactants [NH2:1][C:2]1[C:7]2[C:8]([C:11]3[CH:16]=[CH:15][C:14]([NH:17][C:18]([C:20]4[N:21]([CH3:29])[C:22]5[C:27]([CH:28]=4)=[CH:26][CH:25]=[CH:24][CH:23]=5)=[O:19])=[C:13]([O:30][CH3:31])[CH:12]=3)=[CH:9][S:10][C:6]=2[C:5](/[CH:32]=[CH:33]/[CH:34]=O)=[CH:4][N:3]=1.[CH3:36][C:37]1([CH3:44])[NH:42][C:41](=[O:43])[CH2:40][NH:39][CH2:38]1, predict the reaction product. The product is: [NH2:1][C:2]1[C:7]2[C:8]([C:11]3[CH:16]=[CH:15][C:14]([NH:17][C:18]([C:20]4[N:21]([CH3:29])[C:22]5[C:27]([CH:28]=4)=[CH:26][CH:25]=[CH:24][CH:23]=5)=[O:19])=[C:13]([O:30][CH3:31])[CH:12]=3)=[CH:9][S:10][C:6]=2[C:5](/[CH:32]=[CH:33]/[CH2:34][N:39]2[CH2:40][C:41](=[O:43])[NH:42][C:37]([CH3:44])([CH3:36])[CH2:38]2)=[CH:4][N:3]=1. (2) Given the reactants [F:1][C:2]1[CH:35]=[C:34]([F:36])[C:33]([F:37])=[CH:32][C:3]=1[CH2:4][O:5][CH2:6][C@@H:7]1[CH2:11][C@@H:10]([S:12][C:13]([C:26]2[CH:31]=[CH:30][CH:29]=[CH:28][CH:27]=2)([C:20]2[CH:25]=[CH:24][CH:23]=[CH:22][CH:21]=2)[C:14]2[CH:19]=[CH:18][CH:17]=[CH:16][CH:15]=2)[CH2:9][NH:8]1.Cl[C:39]1[N:44]=[CH:43][C:42]([CH2:45][CH2:46][CH3:47])=[CH:41][N:40]=1.C(N(C(C)C)C(C)C)C, predict the reaction product. The product is: [CH2:45]([C:42]1[CH:41]=[N:40][C:39]([N:8]2[CH2:9][C@H:10]([S:12][C:13]([C:20]3[CH:25]=[CH:24][CH:23]=[CH:22][CH:21]=3)([C:14]3[CH:15]=[CH:16][CH:17]=[CH:18][CH:19]=3)[C:26]3[CH:27]=[CH:28][CH:29]=[CH:30][CH:31]=3)[CH2:11][C@H:7]2[CH2:6][O:5][CH2:4][C:3]2[CH:32]=[C:33]([F:37])[C:34]([F:36])=[CH:35][C:2]=2[F:1])=[N:44][CH:43]=1)[CH2:46][CH3:47]. (3) Given the reactants [CH3:1][N:2]([CH3:17])[CH:3]=[CH:4][C:5]([C:7]1[CH:8]=[C:9]([NH:13][C:14](=[O:16])[CH3:15])[CH:10]=[CH:11][CH:12]=1)=[O:6].[H-].[Na+].[CH3:20]I, predict the reaction product. The product is: [CH3:17][N:2]([CH3:1])[CH:3]=[CH:4][C:5]([C:7]1[CH:8]=[C:9]([N:13]([CH3:20])[C:14](=[O:16])[CH3:15])[CH:10]=[CH:11][CH:12]=1)=[O:6]. (4) Given the reactants O=C[C@@H]([C@H]([C@@H]([C@@H](CO)O)O)O)O.P([O-])([O-])([O-])=O.[Na+].[Na+].[Na+].Cl.[CH3:22][NH:23][CH:24]([CH3:33])[C:25]([C:27]1[CH:32]=[CH:31][CH:30]=[CH:29][CH:28]=1)=[O:26], predict the reaction product. The product is: [CH3:33][C@H:24]([NH:23][CH3:22])[C@@H:25]([OH:26])[C:27]1[CH:32]=[CH:31][CH:30]=[CH:29][CH:28]=1. (5) Given the reactants C[O:2][C:3](=O)[C@@H:4]1[C@@H:8]([O:9][Si:10]([C:13]([CH3:16])([CH3:15])[CH3:14])([CH3:12])[CH3:11])[CH2:7][CH2:6][N:5]1[C:17]([O:19][C:20]([CH3:23])([CH3:22])[CH3:21])=[O:18].C([BH-](CC)CC)C.[Li+], predict the reaction product. The product is: [C:20]([O:19][C:17]([N:5]1[CH2:6][CH2:7][C@H:8]([O:9][Si:10]([C:13]([CH3:16])([CH3:15])[CH3:14])([CH3:12])[CH3:11])[C@H:4]1[CH2:3][OH:2])=[O:18])([CH3:23])([CH3:22])[CH3:21]. (6) Given the reactants [Cl:1][C:2]1[C:7]([N:8]2[CH2:12][CH2:11][CH2:10][CH2:9]2)=[CH:6][CH:5]=[CH:4][C:3]=1[C:13]1[O:14][C:15]2[C:20]([C:21](=[O:23])[CH:22]=1)=[C:19]([O:24]C)[CH:18]=[C:17]([O:26]C)[C:16]=2[C@@H:28]1[CH2:32][CH2:31][N:30]([CH3:33])[C@H:29]1[CH2:34][OH:35].Cl.N1C=CC=CC=1.C([O-])([O-])=O.[Na+].[Na+], predict the reaction product. The product is: [Cl:1][C:2]1[C:7]([N:8]2[CH2:9][CH2:10][CH2:11][CH2:12]2)=[CH:6][CH:5]=[CH:4][C:3]=1[C:13]1[O:14][C:15]2[C:20]([C:21](=[O:23])[CH:22]=1)=[C:19]([OH:24])[CH:18]=[C:17]([OH:26])[C:16]=2[C@@H:28]1[CH2:32][CH2:31][N:30]([CH3:33])[C@H:29]1[CH2:34][OH:35]. (7) Given the reactants [Br:1][C:2]1[CH:3]=[CH:4][C:5]([Cl:12])=[C:6]([C:8](O)([CH3:10])[CH3:9])[CH:7]=1.C1(C)C=CC(S(O)(=O)=O)=CC=1.O, predict the reaction product. The product is: [Br:1][C:2]1[CH:3]=[CH:4][C:5]([Cl:12])=[C:6]([C:8]([CH3:10])=[CH2:9])[CH:7]=1. (8) Given the reactants C(N(CC)CC)C.C(Cl)Cl.[CH:11]1([CH2:14][N:15]2[C:23]([N:24]3[CH2:29][CH2:28][NH:27][C@@H:26]([CH3:30])[CH2:25]3)=[N:22][C:21]3[C:16]2=[N:17][C:18]([C:37]2[CH:38]=[N:39][C:40]([NH2:43])=[N:41][CH:42]=2)=[N:19][C:20]=3[N:31]2[CH2:36][CH2:35][O:34][CH2:33][CH2:32]2)[CH2:13][CH2:12]1.[C:44](OC(=O)C)(=[O:46])[CH3:45], predict the reaction product. The product is: [C:44]([N:27]1[CH2:28][CH2:29][N:24]([C:23]2[N:15]([CH2:14][CH:11]3[CH2:13][CH2:12]3)[C:16]3[C:21]([N:22]=2)=[C:20]([N:31]2[CH2:36][CH2:35][O:34][CH2:33][CH2:32]2)[N:19]=[C:18]([C:37]2[CH:42]=[N:41][C:40]([NH2:43])=[N:39][CH:38]=2)[N:17]=3)[CH2:25][C@@H:26]1[CH3:30])(=[O:46])[CH3:45]. (9) The product is: [ClH:21].[CH3:25][N:26]([CH3:31])[CH2:27][CH2:28][CH2:29][NH:30][C:19](=[O:20])[C:18]1[CH:22]=[CH:23][C:15]([N:13]2[C:12](=[O:24])[C:8]3=[CH:9][NH:10][C:11]4[C:2]([F:1])=[CH:3][CH:4]=[CH:5][C:6]=4[C:7]3=[N:14]2)=[CH:16][CH:17]=1. Given the reactants [F:1][C:2]1[C:11]2[NH:10][CH:9]=[C:8]3[C:12](=[O:24])[N:13]([C:15]4[CH:23]=[CH:22][C:18]([C:19]([Cl:21])=[O:20])=[CH:17][CH:16]=4)[N:14]=[C:7]3[C:6]=2[CH:5]=[CH:4][CH:3]=1.[CH3:25][N:26]([CH3:31])[CH2:27][CH2:28][CH2:29][NH2:30], predict the reaction product. (10) Given the reactants [CH2:1]([C:11]1[CH:17]=[CH:16][C:14]([NH2:15])=[CH:13][CH:12]=1)[CH2:2][CH2:3][CH2:4][CH2:5][CH2:6][CH2:7][CH2:8][CH2:9][CH3:10].[Br:18][C:19]1[CH:24]=[CH:23][CH:22]=[CH:21][C:20]=1I.CC(C)([O-])C.[Na+], predict the reaction product. The product is: [Br:18][C:19]1[CH:24]=[CH:23][CH:22]=[CH:21][C:20]=1[NH:15][C:14]1[CH:13]=[CH:12][C:11]([CH2:1][CH2:2][CH2:3][CH2:4][CH2:5][CH2:6][CH2:7][CH2:8][CH2:9][CH3:10])=[CH:17][CH:16]=1.